Dataset: Reaction yield outcomes from USPTO patents with 853,638 reactions. Task: Predict the reaction yield, written as a fraction of the theoretical maximum amount of product (1.0 means a 100% yield; for example, 0.34 means a 34% yield). (1) The reactants are [Cl:1][C:2]1[CH:3]=[C:4]([CH:6]=[CH:7][C:8]=1[C:9]#[C:10][C:11]([CH3:14])([CH3:13])[CH3:12])[NH2:5].C(=O)([O-])[O-].[Ca+2].[C:20](Cl)(Cl)=[S:21].Cl. The catalyst is O.ClCCl. The product is [Cl:1][C:2]1[CH:3]=[C:4]([N:5]=[C:20]=[S:21])[CH:6]=[CH:7][C:8]=1[C:9]#[C:10][C:11]([CH3:14])([CH3:13])[CH3:12]. The yield is 0.850. (2) The reactants are C([O:3][C:4]([C:6]1([C:9]2[CH:14]=[CH:13][C:12]([C:15]3[CH:20]=[CH:19][C:18]([C:21]4[S:22][C:23]([F:37])=[CH:24][C:25]=4[NH:26][C:27]([O:29][CH:30]([C:32]4[CH:36]=[CH:35][S:34][CH:33]=4)[CH3:31])=[O:28])=[CH:17][CH:16]=3)=[CH:11][CH:10]=2)[CH2:8][CH2:7]1)=[O:5])C.[OH-].[Na+].Cl.C(OCC)(=O)C. The catalyst is C(O)(C)C.O. The product is [F:37][C:23]1[S:22][C:21]([C:18]2[CH:19]=[CH:20][C:15]([C:12]3[CH:11]=[CH:10][C:9]([C:6]4([C:4]([OH:5])=[O:3])[CH2:8][CH2:7]4)=[CH:14][CH:13]=3)=[CH:16][CH:17]=2)=[C:25]([NH:26][C:27]([O:29][CH:30]([C:32]2[CH:36]=[CH:35][S:34][CH:33]=2)[CH3:31])=[O:28])[CH:24]=1. The yield is 0.700. (3) The yield is 0.950. The reactants are COC[N:4]1[C:12]2[C:7](=[CH:8][CH:9]=[CH:10][C:11]=2[NH:13][S:14]([C:17]2[S:18][CH:19]=[CH:20][CH:21]=2)(=[O:16])=[O:15])[CH:6]=[C:5]1[C:22]([NH2:24])=[O:23].Br[CH2:26][CH2:27][O:28][CH2:29][CH3:30].C(=O)([O-])[O-].[K+].[K+].O.O.C(O)(=O)C(O)=O. The product is [CH2:27]([O:28][CH2:29][CH2:30][N:13]([S:14]([C:17]1[S:18][CH:19]=[CH:20][CH:21]=1)(=[O:15])=[O:16])[C:11]1[CH:10]=[CH:9][CH:8]=[C:7]2[C:12]=1[NH:4][C:5]([C:22]([NH2:24])=[O:23])=[CH:6]2)[CH3:26]. The catalyst is C(OCC)(=O)C.[Cl-].[Na+].O.O.CO.CN(C)C=O. (4) The reactants are [F:1][C:2]([F:14])([C:7]1[CH:12]=[CH:11][CH:10]=[C:9]([OH:13])[CH:8]=1)[C:3]([O:5][CH3:6])=[O:4].Cl.Cl[CH2:17][CH2:18][N:19]1[CH2:24][CH2:23][O:22][CH2:21][CH2:20]1.[C:25](=O)([O-])[O-].[K+].[K+]. The catalyst is CC(C)=O. The product is [F:1][C:2]([F:14])([C:7]1[CH:12]=[CH:11][CH:10]=[C:9]([O:13][CH2:17][CH2:18][N:19]2[CH2:24][CH2:23][O:22][CH2:21][CH2:20]2)[CH:8]=1)[C:3]([O:5][CH2:6][CH3:25])=[O:4]. The yield is 0.490. (5) The reactants are C(O[C:5](=[O:7])[CH3:6])(=O)C.[Br:8][C:9]1[CH:10]=[C:11]2[C:16](=[CH:17][C:18]=1[CH2:19][N:20]1[CH2:24][CH2:23][C@@H:22]([NH:25][CH3:26])[CH2:21]1)[N:15]=[CH:14][N:13]([NH:27][C:28]1[CH:33]=[C:32]([Cl:34])[CH:31]=[CH:30][C:29]=1[S:35]([CH2:38][CH3:39])(=[O:37])=[O:36])[C:12]2=[O:40]. The product is [Br:8][C:9]1[CH:10]=[C:11]2[C:16](=[CH:17][C:18]=1[CH2:19][N:20]1[CH2:24][CH2:23][C@@H:22]([N:25]([CH3:26])[C:5](=[O:7])[CH3:6])[CH2:21]1)[N:15]=[CH:14][N:13]([NH:27][C:28]1[CH:33]=[C:32]([Cl:34])[CH:31]=[CH:30][C:29]=1[S:35]([CH2:38][CH3:39])(=[O:37])=[O:36])[C:12]2=[O:40]. The catalyst is CN(C=O)C.CS(C)=O.O.C(N(CC)CC)C. The yield is 0.800. (6) The reactants are [C:1]1(=[O:12])[C:9]2[C:4](=[CH:5][CH:6]=[CH:7][CH:8]=2)[CH2:3][C:2]1=[N:10]O.[OH-].[Na+].C1(C)C=CC(S(Cl)(=O)=[O:22])=CC=1. No catalyst specified. The product is [C:2]([CH2:3][C:4]1[CH:5]=[CH:6][CH:7]=[CH:8][C:9]=1[C:1]([OH:12])=[O:22])#[N:10]. The yield is 0.740. (7) The reactants are C([O:3][C:4](=O)[CH2:5][N:6]([CH2:16][C:17]1[C:18]([NH2:24])=[N:19][CH:20]=[C:21]([Br:23])[CH:22]=1)[CH2:7][C:8]1[CH:13]=[CH:12][C:11]([O:14][CH3:15])=[CH:10][CH:9]=1)C.[H-].[Na+]. The catalyst is CS(C)=O.O. The product is [Br:23][C:21]1[CH:20]=[N:19][C:18]2[NH:24][C:4](=[O:3])[CH2:5][N:6]([CH2:7][C:8]3[CH:13]=[CH:12][C:11]([O:14][CH3:15])=[CH:10][CH:9]=3)[CH2:16][C:17]=2[CH:22]=1. The yield is 0.620. (8) The reactants are Cl.O1CCOCC1.[Si]([O:15][CH2:16][CH2:17][N:18]([CH2:77][CH3:78])[CH2:19][CH2:20][C@@H:21]([NH:30][C:31]1[CH:36]=[CH:35][C:34]([S:37]([NH:40][C:41](=[O:69])[C:42]2[CH:47]=[CH:46][C:45]([N:48]3[CH2:53][CH2:52][CH:51]([C@H:54]([C:56]4[CH:61]=[CH:60][CH:59]=[CH:58][C:57]=4[C:62]4[CH:67]=[CH:66][C:65]([Cl:68])=[CH:64][CH:63]=4)[OH:55])[CH2:50][CH2:49]3)=[CH:44][CH:43]=2)(=[O:39])=[O:38])=[CH:33][C:32]=1[S:70]([C:73]([F:76])([F:75])[F:74])(=[O:72])=[O:71])[CH2:22][S:23][C:24]1[CH:29]=[CH:28][CH:27]=[CH:26][CH:25]=1)(C(C)(C)C)(C)C. The catalyst is C(Cl)Cl. The product is [Cl:68][C:65]1[CH:66]=[CH:67][C:62]([C:57]2[CH:58]=[CH:59][CH:60]=[CH:61][C:56]=2[C@H:54]([OH:55])[CH:51]2[CH2:50][CH2:49][N:48]([C:45]3[CH:46]=[CH:47][C:42]([C:41]([NH:40][S:37]([C:34]4[CH:35]=[CH:36][C:31]([NH:30][C@H:21]([CH2:20][CH2:19][N:18]([CH2:77][CH3:78])[CH2:17][CH2:16][OH:15])[CH2:22][S:23][C:24]5[CH:29]=[CH:28][CH:27]=[CH:26][CH:25]=5)=[C:32]([S:70]([C:73]([F:74])([F:75])[F:76])(=[O:71])=[O:72])[CH:33]=4)(=[O:38])=[O:39])=[O:69])=[CH:43][CH:44]=3)[CH2:53][CH2:52]2)=[CH:63][CH:64]=1. The yield is 0.760.